Dataset: Forward reaction prediction with 1.9M reactions from USPTO patents (1976-2016). Task: Predict the product of the given reaction. (1) Given the reactants [H-].[Na+].[CH3:3][CH:4]([CH:6]([OH:10])[CH:7]([CH3:9])[CH3:8])[CH3:5].Cl[C:12]1[CH:17]=[C:16](Cl)[N:15]=[CH:14][N:13]=1.[CH2:19]([OH:23])[C:20]#[C:21][CH3:22].[Cl-].[NH4+], predict the reaction product. The product is: [CH2:19]([O:23][C:12]1[CH:17]=[C:16]([O:10][CH:6]([CH:7]([CH3:9])[CH3:8])[CH:4]([CH3:5])[CH3:3])[N:15]=[CH:14][N:13]=1)[C:20]#[C:21][CH3:22]. (2) Given the reactants [CH2:1]([O:3][C:4](=[O:18])[C:5]([C:12](=O)[CH2:13][CH2:14][C:15]#[N:16])([CH3:11])[CH2:6][CH:7]=[C:8]([CH3:10])[CH3:9])[CH3:2], predict the reaction product. The product is: [CH2:1]([O:3][C:4](=[O:18])[C:5]([CH3:11])([CH:12]1[CH2:13][CH2:14][CH2:15][NH:16]1)[CH2:6][CH2:7][CH:8]([CH3:10])[CH3:9])[CH3:2]. (3) Given the reactants [C:1]([O:5][C:6](=[O:23])[NH:7][C@@H:8]([C@H:16]1[CH2:21][CH2:20][C@@H:19]([OH:22])[CH2:18][CH2:17]1)[C:9](=[O:15])[N:10]1[CH2:14][CH2:13][CH2:12][CH2:11]1)([CH3:4])([CH3:3])[CH3:2].C(N(C(C)C)CC)(C)C.[CH3:33][S:34](Cl)(=[O:36])=[O:35], predict the reaction product. The product is: [C:1]([O:5][C:6]([NH:7][C@@H:8]([C@@H:16]1[CH2:21][CH2:20][C@H:19]([O:22][S:34]([CH3:33])(=[O:36])=[O:35])[CH2:18][CH2:17]1)[C:9](=[O:15])[N:10]1[CH2:11][CH2:12][CH2:13][CH2:14]1)=[O:23])([CH3:4])([CH3:2])[CH3:3]. (4) The product is: [CH2:1]([C:3]1[N:4]=[CH:5][N:6]([CH2:15][C:14]2[CH:17]=[CH:18][C:11]([N+:8]([O-:10])=[O:9])=[CH:12][CH:13]=2)[CH:7]=1)[CH3:2]. Given the reactants [CH2:1]([C:3]1[N:4]=[CH:5][NH:6][CH:7]=1)[CH3:2].[N+:8]([C:11]1[CH:18]=[CH:17][C:14]([CH2:15]Br)=[CH:13][CH:12]=1)([O-:10])=[O:9].C(=O)([O-])[O-].[K+].[K+].CN(C)C=O, predict the reaction product.